Dataset: Forward reaction prediction with 1.9M reactions from USPTO patents (1976-2016). Task: Predict the product of the given reaction. (1) Given the reactants C[O:2][C:3](=O)[C@@H:4]([NH:16][C:17]([O:19][C:20]([CH3:23])([CH3:22])[CH3:21])=[O:18])[CH2:5][S:6][CH2:7][C:8]1[CH:13]=[CH:12][C:11]([O:14][CH3:15])=[CH:10][CH:9]=1.[BH4-].[Li+].O, predict the reaction product. The product is: [C:20]([O:19][C:17](=[O:18])[NH:16][C@@H:4]([CH2:5][S:6][CH2:7][C:8]1[CH:9]=[CH:10][C:11]([O:14][CH3:15])=[CH:12][CH:13]=1)[CH2:3][OH:2])([CH3:23])([CH3:22])[CH3:21]. (2) The product is: [OH:17][CH2:16][C:15]1[CH:14]=[CH:13][C:12]([S:9]([NH:8][CH3:7])(=[O:11])=[O:10])=[CH:20][CH:19]=1. Given the reactants B.C1COCC1.[CH3:7][NH:8][S:9]([C:12]1[CH:20]=[CH:19][C:15]([C:16](O)=[O:17])=[CH:14][CH:13]=1)(=[O:11])=[O:10], predict the reaction product. (3) Given the reactants [CH3:1][C:2]1[C:10]([C:11]2[N:12]=[CH:13][C:14]([NH2:17])=[N:15][CH:16]=2)=[CH:9][C:8]2[CH2:7][CH2:6][O:5][C:4]=2[CH:3]=1.[F:18][C:19]1[CH:27]=[CH:26][CH:25]=[CH:24][C:20]=1[C:21](Cl)=[O:22], predict the reaction product. The product is: [F:18][C:19]1[CH:27]=[CH:26][CH:25]=[CH:24][C:20]=1[C:21]([NH:17][C:14]1[CH:13]=[N:12][C:11]([C:10]2[C:2]([CH3:1])=[CH:3][C:4]3[O:5][CH2:6][CH2:7][C:8]=3[CH:9]=2)=[CH:16][N:15]=1)=[O:22]. (4) Given the reactants S(Cl)(Cl)=O.[NH2:5][C:6]1[CH:14]=[CH:13][CH:12]=[C:11]([CH3:15])[C:7]=1[C:8]([OH:10])=O.[NH2:16][C:17]1[CH:22]=[CH:21][CH:20]=[CH:19][CH:18]=1, predict the reaction product. The product is: [NH2:5][C:6]1[CH:14]=[CH:13][CH:12]=[C:11]([CH3:15])[C:7]=1[C:8]([NH:16][C:17]1[CH:22]=[CH:21][CH:20]=[CH:19][CH:18]=1)=[O:10]. (5) Given the reactants [NH:1]1[CH2:6][CH2:5][CH2:4][CH2:3][C:2]1=[O:7].[Li][CH2:9][CH2:10][CH2:11]C.BrCC=C, predict the reaction product. The product is: [CH2:11]([CH:3]1[CH2:4][CH2:5][CH2:6][NH:1][C:2]1=[O:7])[CH:10]=[CH2:9].